From a dataset of Forward reaction prediction with 1.9M reactions from USPTO patents (1976-2016). Predict the product of the given reaction. (1) Given the reactants [CH3:1][C:2]1[CH:11]=[CH:10][C:9]2[C:4](=[CH:5][CH:6]=[CH:7][CH:8]=2)[C:3]=1[OH:12].[C:13]([OH:16])(=[O:19])[CH3:14].[C:13]([OH:16])(=[O:19])[CH3:14].IC1C=CC=CC=1, predict the reaction product. The product is: [CH3:1][C:2]1[C:3](=[O:12])[C:4]2[C:9]([C:10]3([O:16][CH2:13][CH2:14][O:19]3)[CH:11]=1)=[CH:8][CH:7]=[CH:6][CH:5]=2. (2) Given the reactants Br[C:2]1[CH:3]=[C:4]([CH2:21][C:22]([OH:24])=[O:23])[CH:5]=[C:6]([O:8][C:9]2[CH:14]=[CH:13][C:12]([S:15]([CH2:18][CH3:19])(=[O:17])=[O:16])=[CH:11][C:10]=2[Cl:20])[CH:7]=1.[Br-].[N:26]1[CH:31]=[CH:30][CH:29]=[CH:28][C:27]=1[Zn+], predict the reaction product. The product is: [Cl:20][C:10]1[CH:11]=[C:12]([S:15]([CH2:18][CH3:19])(=[O:17])=[O:16])[CH:13]=[CH:14][C:9]=1[O:8][C:6]1[CH:5]=[C:4]([CH2:21][C:22]([OH:24])=[O:23])[CH:3]=[C:2]([C:27]2[CH:28]=[CH:29][CH:30]=[CH:31][N:26]=2)[CH:7]=1. (3) Given the reactants [NH2:1][C:2]1[CH:7]=[CH:6][CH:5]=[CH:4][C:3]=1[SH:8].[CH:9](=O)[C:10]1[CH:15]=[CH:14][CH:13]=[CH:12][CH:11]=1, predict the reaction product. The product is: [C:10]1([C:9]2[S:8][C:3]3[CH:4]=[CH:5][CH:6]=[CH:7][C:2]=3[N:1]=2)[CH:15]=[CH:14][CH:13]=[CH:12][CH:11]=1. (4) Given the reactants [OH:1][NH:2][C:3](=[NH:14])[C:4]1[CH:9]=[CH:8][CH:7]=[C:6]([S:10](=[O:13])(=[O:12])[NH2:11])[CH:5]=1.[F:15][C:16]([F:37])([F:36])[C:17]1[CH:22]=[C:21]([C:23]2[CH:28]=[CH:27][C:26]([C:29]([F:32])([F:31])[F:30])=[CH:25][CH:24]=2)[N:20]=[C:19]([C:33](O)=O)[CH:18]=1, predict the reaction product. The product is: [F:37][C:16]([F:15])([F:36])[C:17]1[CH:22]=[C:21]([C:23]2[CH:28]=[CH:27][C:26]([C:29]([F:30])([F:31])[F:32])=[CH:25][CH:24]=2)[N:20]=[C:19]([C:33]2[O:1][N:2]=[C:3]([C:4]3[CH:5]=[C:6]([S:10]([NH2:11])(=[O:12])=[O:13])[CH:7]=[CH:8][CH:9]=3)[N:14]=2)[CH:18]=1. (5) Given the reactants CC([O-])(C)C.[K+].[NH2:7][C:8]1[CH:13]=[CH:12][C:11]([OH:14])=[C:10]([Cl:15])[CH:9]=1.[Cl:16][C:17]1[CH:22]=[C:21](Cl)[CH:20]=[CH:19][N:18]=1, predict the reaction product. The product is: [Cl:15][C:10]1[CH:9]=[C:8]([NH2:7])[CH:13]=[CH:12][C:11]=1[O:14][C:21]1[CH:20]=[CH:19][N:18]=[C:17]([Cl:16])[CH:22]=1. (6) Given the reactants [CH:1]([C:4]1[CH:9]=[CH:8][C:7]([CH:10]2[C:14]3[C:15]([CH3:23])=[C:16]([NH:20][CH:21]=[O:22])[C:17]([CH3:19])=[CH:18][C:13]=3[O:12][CH2:11]2)=[CH:6][CH:5]=1)([CH3:3])[CH3:2].CCCCCC.[C:30](OCC)(=[O:32])C, predict the reaction product. The product is: [CH:30]([C:18]1[C:13]2[O:12][CH2:11][CH:10]([C:7]3[CH:6]=[CH:5][C:4]([CH:1]([CH3:3])[CH3:2])=[CH:9][CH:8]=3)[C:14]=2[C:15]([CH3:23])=[C:16]([NH:20][CH:21]=[O:22])[C:17]=1[CH3:19])=[O:32]. (7) Given the reactants CN1CCOCC1.CN(C(ON1N=NC2C=CC=NC1=2)=[N+](C)C)C.F[P-](F)(F)(F)(F)F.[NH:32]1[CH2:37][CH2:36][O:35][CH2:34][CH2:33]1.[I:38][C:39]1[N:43]2[CH:44]=[C:45]([C:48]3[CH:56]=[CH:55][C:51]([C:52](O)=[O:53])=[CH:50][CH:49]=3)[N:46]=[CH:47][C:42]2=[N:41][CH:40]=1, predict the reaction product. The product is: [I:38][C:39]1[N:43]2[CH:44]=[C:45]([C:48]3[CH:49]=[CH:50][C:51]([C:52]([N:32]4[CH2:37][CH2:36][O:35][CH2:34][CH2:33]4)=[O:53])=[CH:55][CH:56]=3)[N:46]=[CH:47][C:42]2=[N:41][CH:40]=1.